The task is: Predict which catalyst facilitates the given reaction.. This data is from Catalyst prediction with 721,799 reactions and 888 catalyst types from USPTO. (1) The catalyst class is: 7. Product: [C:25]([OH:27])(=[O:26])[CH3:24].[Cl:16][C:17]1[CH:22]=[CH:21][C:20]([CH2:23][CH2:15][CH2:14][NH:11][CH2:12][CH2:13][OH:5])=[CH:19][C:18]=1[C:28]([NH:30][CH2:31][C:32]12[CH2:41][CH:36]3[CH2:35][CH:34]([CH2:40][CH:38]([CH2:37]3)[CH2:39]1)[CH2:33]2)=[O:29]. Reactant: C([O:5]C(Cl)=O)C(C)C.C([N:11]([CH2:14][CH3:15])[CH2:12][CH3:13])C.[Cl:16][C:17]1[CH:22]=[CH:21][C:20]([CH2:23][CH2:24][C:25]([OH:27])=[O:26])=[CH:19][C:18]=1[C:28]([NH:30][CH2:31][C:32]12[CH2:41][CH:36]3[CH2:37][CH:38]([CH2:40][CH:34]([CH2:35]3)[CH2:33]1)[CH2:39]2)=[O:29]. (2) Reactant: [CH2:1]([NH2:19])[CH2:2][CH2:3][CH2:4][CH2:5][CH2:6][CH2:7][CH2:8][CH2:9][CH2:10][CH2:11][CH2:12][CH2:13][CH2:14][CH2:15][CH2:16][CH2:17][CH3:18].[N:20]1[CH:25]=[CH:24][CH:23]=[CH:22][CH:21]=1.[C:26](Cl)(=[O:30])[C:27](Cl)=[O:28]. Product: [CH3:18][CH2:17][CH2:16][CH2:15][CH2:14][CH2:13][CH2:12][CH2:11][CH2:10][CH2:9][CH2:8][CH2:7][CH2:6][CH2:5][CH2:4][CH2:3][CH2:2][CH2:1][NH:19][C:27]([C:26]([NH:20][CH2:25][CH2:24][CH2:23][CH2:22][CH2:21][CH2:13][CH2:12][CH2:11][CH2:10][CH2:9][CH2:8][CH2:7][CH2:6][CH2:5][CH2:4][CH2:3][CH2:2][CH3:1])=[O:30])=[O:28]. The catalyst class is: 7. (3) Reactant: Cl[C:2]1[CH:3]=[C:4]([CH:8]=[C:9](Cl)[N:10]=1)[C:5]([OH:7])=[O:6].[H-].[Na+].[CH2:14]([OH:21])[C:15]1[CH:20]=[CH:19][CH:18]=[CH:17][CH:16]=1.[H][H]. Product: [CH2:14]([O:21][C:2]1[CH:3]=[C:4]([CH:8]=[C:9]([O:21][CH2:14][C:15]2[CH:20]=[CH:19][CH:18]=[CH:17][CH:16]=2)[N:10]=1)[C:5]([OH:7])=[O:6])[C:15]1[CH:20]=[CH:19][CH:18]=[CH:17][CH:16]=1. The catalyst class is: 145. (4) Reactant: [OH:1][C:2]1[CH:10]=[CH:9][C:5]([CH2:6][C:7]#[N:8])=[CH:4][CH:3]=1.Br[CH2:12][CH2:13][C:14]1[CH:19]=[CH:18][C:17]([F:20])=[CH:16][CH:15]=1.C(=O)([O-])[O-:22].[K+].[K+].[I-].[Na+]. The catalyst class is: 10. Product: [CH3:14][CH2:19][O:22][C:2]([CH3:10])=[O:1].[CH3:2][CH2:3][CH2:4][CH:5]([CH3:9])[CH3:6].[F:20][C:17]1[CH:18]=[CH:19][C:14]([CH2:13][CH2:12][O:1][C:2]2[CH:10]=[CH:9][C:5]([CH2:6][C:7]#[N:8])=[CH:4][CH:3]=2)=[CH:15][CH:16]=1. (5) Reactant: [OH:1][C:2]([C:9](=[O:27])[NH:10][C@@H:11]1[C:17](=[O:18])[NH:16][C:15]2[CH:19]=[CH:20][CH:21]=[CH:22][C:14]=2[C:13]2[CH:23]=[CH:24][CH:25]=[CH:26][C:12]1=2)([CH2:6][CH2:7][CH3:8])[C:3](O)=[O:4].[CH:28]1([CH2:31]N)[CH2:30][CH2:29]1.O.O[N:35]1C2C=CC=CC=2N=N1.C(N(C(C)C)CC)(C)C.Cl.CN(C)CCCN=C=NCC. Product: [CH:28]1([CH2:31][N:10]([C@@H:11]2[C:17](=[O:18])[NH:16][C:15]3[CH:19]=[CH:20][CH:21]=[CH:22][C:14]=3[C:13]3[CH:23]=[CH:24][CH:25]=[CH:26][C:12]2=3)[C:9](=[O:27])[C:2]([OH:1])([CH2:6][CH2:7][CH3:8])[C:3]([NH2:35])=[O:4])[CH2:30][CH2:29]1. The catalyst class is: 7. (6) Reactant: [N+:1]([C:4]1[CH:9]=[CH:8][CH:7]=[CH:6][C:5]=1[S:10]([N:13]1[CH2:16][CH:15]([CH2:17]O)[CH2:14]1)(=[O:12])=[O:11])([O-:3])=[O:2].CCN(CC)CC.S(Cl)(C)(=O)=O.CCN(C(C)C)C(C)C.[CH3:40][C:41]1[C:42]([CH:47]2[CH:52]([CH3:53])[CH2:51][CH2:50][CH:49]([C:54]3[CH:59]=[CH:58][CH:57]=[CH:56][N:55]=3)[NH:48]2)=[N:43][CH:44]=[CH:45][CH:46]=1.C([O-])(O)=O.[Na+]. Product: [CH3:40][C:41]1[C:42]([CH:47]2[CH:52]([CH3:53])[CH2:51][CH2:50][CH:49]([C:54]3[CH:59]=[CH:58][CH:57]=[CH:56][N:55]=3)[N:48]2[CH2:17][CH:15]2[CH2:16][N:13]([S:10]([C:5]3[CH:6]=[CH:7][CH:8]=[CH:9][C:4]=3[N+:1]([O-:3])=[O:2])(=[O:12])=[O:11])[CH2:14]2)=[N:43][CH:44]=[CH:45][CH:46]=1. The catalyst class is: 25. (7) Reactant: [F:1][C:2]1[CH:7]=[C:6]([N+:8]([O-:10])=[O:9])[CH:5]=[C:4]([F:11])[C:3]=1F.[O:13]1[C:17]2([CH2:22][CH2:21][NH:20][CH2:19][CH2:18]2)[O:16][CH2:15][CH2:14]1.C(=O)([O-])[O-].[K+].[K+]. Product: [F:11][C:4]1[CH:5]=[C:6]([N+:8]([O-:10])=[O:9])[CH:7]=[C:2]([F:1])[C:3]=1[N:20]1[CH2:21][CH2:22][C:17]2([O:16][CH2:15][CH2:14][O:13]2)[CH2:18][CH2:19]1. The catalyst class is: 16.